The task is: Predict the product of the given reaction.. This data is from Forward reaction prediction with 1.9M reactions from USPTO patents (1976-2016). (1) Given the reactants [F:1][C:2]1[CH:3]=[C:4]([NH2:9])[C:5]([NH2:8])=[CH:6][CH:7]=1.CCN(CC)CC.Br[CH2:18][C:19](OCC)=[O:20], predict the reaction product. The product is: [F:1][C:2]1[CH:3]=[C:4]2[C:5]([NH:8][CH2:18][C:19](=[O:20])[NH:9]2)=[CH:6][CH:7]=1. (2) Given the reactants [F:1][C:2]1[C:7]([N+:8]([O-:10])=[O:9])=[CH:6][C:5]([OH:11])=[C:4]([CH3:12])[CH:3]=1.[C:13](=O)([O-])[O-].[K+].[K+].IC.O, predict the reaction product. The product is: [F:1][C:2]1[CH:3]=[C:4]([CH3:12])[C:5]([O:11][CH3:13])=[CH:6][C:7]=1[N+:8]([O-:10])=[O:9]. (3) Given the reactants Br[CH2:2][C:3]1[CH:11]=[CH:10][CH:9]=[C:8]2[C:4]=1[CH:5]=[N:6][N:7]2[CH:12]1[CH2:17][CH2:16][CH2:15][CH2:14][O:13]1.[C:18](=O)([O-:20])[O-:19].[K+].[K+].[C]=O.O.[OH-].[Li+], predict the reaction product. The product is: [O:13]1[CH2:14][CH2:15][CH2:16][CH2:17][CH:12]1[N:7]1[C:8]2[C:4](=[C:3]([CH2:2][C:18]([OH:20])=[O:19])[CH:11]=[CH:10][CH:9]=2)[CH:5]=[N:6]1. (4) Given the reactants [Br:1][C:2]1[CH:3]=[C:4]([C:8]([NH:11][C:12]2[CH:17]=[CH:16][C:15]([I:18])=[CH:14][C:13]=2[F:19])=[CH:9][N:10]=1)[C:5]([OH:7])=O.[N:20]1([CH2:26][CH2:27][NH2:28])[CH2:25][CH2:24][O:23][CH2:22][CH2:21]1, predict the reaction product. The product is: [Br:1][C:2]1[CH:3]=[C:4]([C:8]([NH:11][C:12]2[CH:17]=[CH:16][C:15]([I:18])=[CH:14][C:13]=2[F:19])=[CH:9][N:10]=1)[C:5]([NH:28][CH2:27][CH2:26][N:20]1[CH2:25][CH2:24][O:23][CH2:22][CH2:21]1)=[O:7]. (5) Given the reactants [Cl:1][C:2]1[N:3]([CH2:10][C@:11]([OH:15])([CH3:14])[CH2:12][OH:13])[CH:4]=[C:5]([N+:7]([O-:9])=[O:8])[N:6]=1.[CH3:16][S:17](Cl)(=[O:19])=[O:18].Cl, predict the reaction product. The product is: [Cl:1][C:2]1[N:3]([CH2:10][C@:11]([OH:15])([CH3:14])[CH2:12][O:13][S:17]([CH3:16])(=[O:19])=[O:18])[CH:4]=[C:5]([N+:7]([O-:9])=[O:8])[N:6]=1.